From a dataset of Catalyst prediction with 721,799 reactions and 888 catalyst types from USPTO. Predict which catalyst facilitates the given reaction. (1) Reactant: [OH-].[Li+].[CH3:3][N:4]([C:13]1[CH:14]=[C:15]([C:19]2[CH:20]=[N:21][C:22]([CH2:25][CH2:26][C:27]([O:29]C)=[O:28])=[N:23][CH:24]=2)[CH:16]=[CH:17][CH:18]=1)[C:5]([NH:7][CH2:8][CH2:9][CH2:10][CH2:11][CH3:12])=[O:6].O. Product: [CH3:3][N:4]([C:13]1[CH:14]=[C:15]([C:19]2[CH:20]=[N:21][C:22]([CH2:25][CH2:26][C:27]([OH:29])=[O:28])=[N:23][CH:24]=2)[CH:16]=[CH:17][CH:18]=1)[C:5]([NH:7][CH2:8][CH2:9][CH2:10][CH2:11][CH3:12])=[O:6]. The catalyst class is: 7. (2) Reactant: N(C(OCC)=O)=NC(OCC)=O.[F:13][C:14]1[C:22]([O:23][C:24]2[C:33]3[C:28](=[CH:29][C:30]([OH:36])=[C:31]([O:34][CH3:35])[CH:32]=3)[N:27]=[CH:26][N:25]=2)=[CH:21][CH:20]=[C:19]2[C:15]=1[CH:16]=[C:17]([CH3:37])[NH:18]2.C1(P(C2C=CC=CC=2)C2C=CC=CC=2)C=CC=CC=1.[Br:57][CH2:58][CH2:59][CH2:60]O. Product: [Br:57][CH2:58][CH2:59][CH2:60][O:36][C:30]1[CH:29]=[C:28]2[C:33]([C:24]([O:23][C:22]3[C:14]([F:13])=[C:15]4[C:19](=[CH:20][CH:21]=3)[NH:18][C:17]([CH3:37])=[CH:16]4)=[N:25][CH:26]=[N:27]2)=[CH:32][C:31]=1[O:34][CH3:35]. The catalyst class is: 2. (3) Reactant: CCN(C(C)C)C(C)C.Cl.Cl.[N:12]1([C:18]2[CH:23]=[CH:22][N:21]=[C:20]3[NH:24][N:25]=[C:26]([O:27][CH2:28][CH:29]([OH:32])[CH2:30][OH:31])[C:19]=23)[CH2:17][CH2:16][NH:15][CH2:14][CH2:13]1.[C:33]([O:37][C:38]([NH:40][C@H:41]([CH2:45][C:46]1[CH:51]=[CH:50][C:49]([Cl:52])=[CH:48][CH:47]=1)[C:42](O)=[O:43])=[O:39])([CH3:36])([CH3:35])[CH3:34].CN(C(ON1N=NC2C=CC=CC1=2)=[N+](C)C)C.[B-](F)(F)(F)F. Product: [Cl:52][C:49]1[CH:50]=[CH:51][C:46]([CH2:45][C@@H:41]([NH:40][C:38](=[O:39])[O:37][C:33]([CH3:35])([CH3:34])[CH3:36])[C:42]([N:15]2[CH2:16][CH2:17][N:12]([C:18]3[CH:23]=[CH:22][N:21]=[C:20]4[NH:24][N:25]=[C:26]([O:27][CH2:28][CH:29]([OH:32])[CH2:30][OH:31])[C:19]=34)[CH2:13][CH2:14]2)=[O:43])=[CH:47][CH:48]=1. The catalyst class is: 2. (4) Reactant: [C:1]1([C:7]2[C:14]3[C:13]([N:15]4[CH2:20][CH2:19][CH:18]([CH2:21][O:22][CH2:23][CH2:24][N:25]5[CH2:29][CH2:28][CH2:27][CH2:26]5)[CH2:17][CH2:16]4)=[N:12][NH:11][C:10]=3[S:9][C:8]=2[C:30]#[N:31])[CH:6]=[CH:5][CH:4]=[CH:3][CH:2]=1.[CH2:32]1COCC1.CC(C)([O-])C.[K+].CI. Product: [CH3:32][N:11]1[C:10]2[S:9][C:8]([C:30]#[N:31])=[C:7]([C:1]3[CH:2]=[CH:3][CH:4]=[CH:5][CH:6]=3)[C:14]=2[C:13]([N:15]2[CH2:20][CH2:19][CH:18]([CH2:21][O:22][CH2:23][CH2:24][N:25]3[CH2:26][CH2:27][CH2:28][CH2:29]3)[CH2:17][CH2:16]2)=[N:12]1. The catalyst class is: 69. (5) Reactant: [CH3:1][C:2]1[CH:7]=[C:6]([C:8]2[C:13]3=[N:14][S:15](=[O:19])(=[O:18])[CH2:16][CH2:17][N:12]3[CH:11]=[CH:10][CH:9]=2)[CH:5]=[CH:4][C:3]=1[C:20]1[CH:25]=[CH:24][CH:23]=[CH:22][CH:21]=1. Product: [CH3:1][C:2]1[CH:7]=[C:6]([CH:8]2[C:13]3=[N:14][S:15](=[O:18])(=[O:19])[CH2:16][CH2:17][N:12]3[CH2:11][CH2:10][CH2:9]2)[CH:5]=[CH:4][C:3]=1[C:20]1[CH:25]=[CH:24][CH:23]=[CH:22][CH:21]=1. The catalyst class is: 609. (6) Reactant: CN(C(ON1N=NC2C=CC=CC1=2)=[N+](C)C)C.[B-](F)(F)(F)F.CN1CCOCC1.Cl.[CH3:31][O:32][C:33]1[C:38]([CH3:39])=[CH:37][C:36]([CH:40]2[CH2:45][N:44]3[CH:46]=[C:47]([C:49](O)=[O:50])[N:48]=[C:43]3[CH2:42][CH2:41]2)=[CH:35][C:34]=1[CH3:52].[F:53][C:54]([F:68])([F:67])[C:55]1[CH:56]=[C:57]([N:61]2[CH2:66][CH2:65][NH:64][CH2:63][CH2:62]2)[CH:58]=[CH:59][CH:60]=1. Product: [CH3:31][O:32][C:33]1[C:38]([CH3:39])=[CH:37][C:36]([CH:40]2[CH2:45][N:44]3[CH:46]=[C:47]([C:49]([N:64]4[CH2:63][CH2:62][N:61]([C:57]5[CH:58]=[CH:59][CH:60]=[C:55]([C:54]([F:67])([F:68])[F:53])[CH:56]=5)[CH2:66][CH2:65]4)=[O:50])[N:48]=[C:43]3[CH2:42][CH2:41]2)=[CH:35][C:34]=1[CH3:52]. The catalyst class is: 3.